This data is from Reaction yield outcomes from USPTO patents with 853,638 reactions. The task is: Predict the reaction yield, written as a fraction of the theoretical maximum amount of product (1.0 means a 100% yield; for example, 0.34 means a 34% yield). (1) The reactants are [OH:1][CH:2]1[CH2:6][CH2:5][N:4]([C:7]([O:9][C:10]([CH3:13])([CH3:12])[CH3:11])=[O:8])[CH2:3]1.[CH3:14][S:15](Cl)(=[O:17])=[O:16]. The catalyst is C(Cl)Cl. The product is [CH3:14][S:15]([O:1][CH:2]1[CH2:6][CH2:5][N:4]([C:7]([O:9][C:10]([CH3:13])([CH3:12])[CH3:11])=[O:8])[CH2:3]1)(=[O:17])=[O:16]. The yield is 0.635. (2) The reactants are [F:1][C:2]1[CH:7]=[CH:6][C:5]([CH:8]([OH:25])[CH2:9][O:10][C:11]2[CH:24]=[CH:23][C:14]([CH2:15][CH:16]3[S:20][C:19](=[O:21])[NH:18][C:17]3=[O:22])=[CH:13][CH:12]=2)=[CH:4][CH:3]=1.CS(C)=O.O=P12OP3(OP(OP(O3)(O1)=O)(=O)O2)=O.C(N(CC)CC)C. The catalyst is C(Cl)Cl. The product is [F:1][C:2]1[CH:3]=[CH:4][C:5]([C:8](=[O:25])[CH2:9][O:10][C:11]2[CH:24]=[CH:23][C:14]([CH2:15][CH:16]3[S:20][C:19](=[O:21])[NH:18][C:17]3=[O:22])=[CH:13][CH:12]=2)=[CH:6][CH:7]=1. The yield is 0.480. (3) The reactants are [Cl:1][C:2]1[CH:10]=[CH:9][C:8]2[NH:7][C:6]3[CH2:11][CH2:12][N:13]([CH3:15])[CH2:14][C:5]=3[C:4]=2[CH:3]=1.[OH-].[K+].[CH:18]([C:20]1[CH:21]=[N:22][CH:23]=[N:24][CH:25]=1)=[CH2:19]. The catalyst is CN1CCCC1=O.O. The product is [Cl:1][C:2]1[CH:10]=[CH:9][C:8]2[N:7]([CH2:19][CH2:18][C:20]3[CH:21]=[N:22][CH:23]=[N:24][CH:25]=3)[C:6]3[CH2:11][CH2:12][N:13]([CH3:15])[CH2:14][C:5]=3[C:4]=2[CH:3]=1. The yield is 0.140. (4) The reactants are [CH:1]1([O:6][C:7](=[O:33])[C@@H:8]([NH:16][CH2:17][C:18]2[CH:23]=[CH:22][C:21]([CH2:24][NH:25]C(OC(C)(C)C)=O)=[CH:20][CH:19]=2)[CH2:9][C:10]2[CH:15]=[CH:14][CH:13]=[CH:12][CH:11]=2)[CH2:5][CH2:4][CH2:3][CH2:2]1.Cl.O1CCOCC1. The yield is 0.790. The product is [CH:1]1([O:6][C:7](=[O:33])[C@@H:8]([NH:16][CH2:17][C:18]2[CH:19]=[CH:20][C:21]([CH2:24][NH2:25])=[CH:22][CH:23]=2)[CH2:9][C:10]2[CH:15]=[CH:14][CH:13]=[CH:12][CH:11]=2)[CH2:2][CH2:3][CH2:4][CH2:5]1. No catalyst specified. (5) The reactants are [N+:1]([C:4]1[CH:5]=[N:6][CH:7]=[CH:8][C:9]=1[C:10]1[CH2:15][CH2:14][CH2:13][C:12](=[O:16])[CH:11]=1)([O-:3])=[O:2].[BH4-].[Na+]. The catalyst is CCO. The product is [N+:1]([C:4]1[CH:5]=[N:6][CH:7]=[CH:8][C:9]=1[C:10]1[CH2:15][CH2:14][CH2:13][CH:12]([OH:16])[CH:11]=1)([O-:3])=[O:2]. The yield is 0.990. (6) The reactants are [Br:1][C:2]1[CH:3]=[C:4]2[C:9](Cl)=[C:8]([C:11]([NH2:13])=[O:12])[CH:7]=[N:6][N:5]2[CH:14]=1.[CH3:15][CH:16]([NH2:18])[CH3:17]. The catalyst is CN(C=O)C.O. The product is [Br:1][C:2]1[CH:3]=[C:4]2[C:9]([NH:18][CH:16]([CH3:17])[CH3:15])=[C:8]([C:11]([NH2:13])=[O:12])[CH:7]=[N:6][N:5]2[CH:14]=1. The yield is 0.950. (7) The reactants are [Cl:1][C:2]1[CH:15]=[CH:14][CH:13]=[C:12]([F:16])[C:3]=1[O:4][Si:5]([C:8]([CH3:11])([CH3:10])[CH3:9])([CH3:7])[CH3:6].C([Li])(CC)C.CN([CH:25]=[O:26])C. The catalyst is C1COCC1. The product is [Si:5]([O:4][C:3]1[C:12]([F:16])=[C:13]([CH:14]=[CH:15][C:2]=1[Cl:1])[CH:25]=[O:26])([C:8]([CH3:11])([CH3:10])[CH3:9])([CH3:7])[CH3:6]. The yield is 0.690. (8) The reactants are C([O:3][C:4]([C:6]1[N:7]=[C:8]2[C:13]([C:14]([F:17])([F:16])[F:15])=[CH:12][C:11]([Br:18])=[CH:10][N:9]2[C:19]=1[Cl:20])=[O:5])C.C(#N)C. The catalyst is Cl. The product is [Br:18][C:11]1[CH:12]=[C:13]([C:14]([F:16])([F:17])[F:15])[C:8]2[N:9]([C:19]([Cl:20])=[C:6]([C:4]([OH:5])=[O:3])[N:7]=2)[CH:10]=1. The yield is 0.920. (9) The reactants are Cl[CH2:2][CH2:3][NH:4][C:5]([N:7]1[CH:13]([CH3:14])[CH2:12][C:11]2[CH:15]=[C:16]3[O:21][CH2:20][O:19][C:17]3=[CH:18][C:10]=2[C:9]([C:22]2[CH:27]=[CH:26][C:25]([N+:28]([O-:30])=[O:29])=[CH:24][CH:23]=2)=[N:8]1)=[O:6].C(=O)([O-])[O-].[K+].[K+].[I-].[Na+].CN(C)C=O. The catalyst is O. The product is [O:6]1[CH2:2][CH2:3][N:4]=[C:5]1[N:7]1[CH:13]([CH3:14])[CH2:12][C:11]2[CH:15]=[C:16]3[O:21][CH2:20][O:19][C:17]3=[CH:18][C:10]=2[C:9]([C:22]2[CH:27]=[CH:26][C:25]([N+:28]([O-:30])=[O:29])=[CH:24][CH:23]=2)=[N:8]1. The yield is 0.760.